This data is from Forward reaction prediction with 1.9M reactions from USPTO patents (1976-2016). The task is: Predict the product of the given reaction. (1) Given the reactants [N:1]12[CH2:8][CH2:7][CH:4]([CH2:5][CH2:6]1)[C@@H:3]([OH:9])[CH2:2]2.[Br:10][CH:11]([CH3:20])[C:12]([NH:14][C:15]1[CH:19]=[CH:18][O:17][N:16]=1)=[O:13], predict the reaction product. The product is: [Br-:10].[OH:9][C@@H:3]1[CH:4]2[CH2:7][CH2:8][N+:1]([CH:11]([C:12](=[O:13])[NH:14][C:15]3[CH:19]=[CH:18][O:17][N:16]=3)[CH3:20])([CH2:6][CH2:5]2)[CH2:2]1. (2) Given the reactants C(OC(=O)[NH:7][CH2:8][CH2:9][S:10][C:11]1[CH:16]=[CH:15][CH:14]=[C:13]([CH:17]([C:26]2[NH:30][C:29]3[CH:31]=[CH:32][C:33]([F:35])=[CH:34][C:28]=3[N:27]=2)[O:18][CH:19]2[CH2:24][CH2:23][N:22]([CH3:25])[CH2:21][CH2:20]2)[CH:12]=1)(C)(C)C.C1(O)C=CC=CC=1.Cl[Si](C)(C)C, predict the reaction product. The product is: [F:35][C:33]1[CH:32]=[CH:31][C:29]2[NH:30][C:26]([CH:17]([O:18][CH:19]3[CH2:24][CH2:23][N:22]([CH3:25])[CH2:21][CH2:20]3)[C:13]3[CH:12]=[C:11]([S:10][CH2:9][CH2:8][NH2:7])[CH:16]=[CH:15][CH:14]=3)=[N:27][C:28]=2[CH:34]=1.